Dataset: Reaction yield outcomes from USPTO patents with 853,638 reactions. Task: Predict the reaction yield, written as a fraction of the theoretical maximum amount of product (1.0 means a 100% yield; for example, 0.34 means a 34% yield). (1) The reactants are Cl[C:2]1[N:3]=[C:4]([N:17]([CH2:19][CH3:20])[CH3:18])[C:5]2[CH2:10][CH2:9][CH:8]([C:11]3[CH:16]=[CH:15][CH:14]=[CH:13][CH:12]=3)[C:6]=2[N:7]=1.[Cl:21][C:22]1[N:23]=[CH:24][N:25]([C:27]2[CH:33]=[CH:32][C:30]([NH2:31])=[CH:29][C:28]=2[O:34][CH3:35])[CH:26]=1. The catalyst is C1COCC1.C(O)(=O)C. The product is [Cl:21][C:22]1[N:23]=[CH:24][N:25]([C:27]2[CH:33]=[CH:32][C:30]([NH:31][C:2]3[N:3]=[C:4]([N:17]([CH2:19][CH3:20])[CH3:18])[C:5]4[CH2:10][CH2:9][CH:8]([C:11]5[CH:16]=[CH:15][CH:14]=[CH:13][CH:12]=5)[C:6]=4[N:7]=3)=[CH:29][C:28]=2[O:34][CH3:35])[CH:26]=1. The yield is 0.307. (2) The yield is 0.830. The catalyst is CN(C=O)C.[Cu]I.Cl[Pd](Cl)([P](C1C=CC=CC=1)(C1C=CC=CC=1)C1C=CC=CC=1)[P](C1C=CC=CC=1)(C1C=CC=CC=1)C1C=CC=CC=1. The product is [CH2:1]([O:8][C:9]1[C:13]([O:14][CH2:15][C:16]2[CH:21]=[CH:20][CH:19]=[CH:18][CH:17]=2)=[C:12]([C:41]2[CH:46]=[CH:45][CH:44]=[CH:43][N:42]=2)[N:11]([C:23]2[CH:28]=[CH:27][C:26]([O:29][CH3:30])=[CH:25][CH:24]=2)[C:10]=1[C:31]([O:33][CH2:34][CH3:35])=[O:32])[C:2]1[CH:7]=[CH:6][CH:5]=[CH:4][CH:3]=1. The reactants are [CH2:1]([O:8][C:9]1[C:13]([O:14][CH2:15][C:16]2[CH:21]=[CH:20][CH:19]=[CH:18][CH:17]=2)=[C:12](I)[N:11]([C:23]2[CH:28]=[CH:27][C:26]([O:29][CH3:30])=[CH:25][CH:24]=2)[C:10]=1[C:31]([O:33][CH2:34][CH3:35])=[O:32])[C:2]1[CH:7]=[CH:6][CH:5]=[CH:4][CH:3]=1.C([Sn](CCCC)(CCCC)[C:41]1[CH:46]=[CH:45][CH:44]=[CH:43][N:42]=1)CCC.CC(O)=O.